This data is from Reaction yield outcomes from USPTO patents with 853,638 reactions. The task is: Predict the reaction yield, written as a fraction of the theoretical maximum amount of product (1.0 means a 100% yield; for example, 0.34 means a 34% yield). (1) The reactants are [CH3:1][CH:2]1[O:6][C:5]([C:7]2[CH:12]=[CH:11][C:10]([N+:13]([O-:15])=[O:14])=[CH:9][CH:8]=2)=[N:4][CH:3]1[C:16]([O:18][CH3:19])=[O:17].BrN1C(=O)CCC1=O. The catalyst is C1C=CC=CC=1. The product is [CH3:1][C:2]1[O:6][C:5]([C:7]2[CH:8]=[CH:9][C:10]([N+:13]([O-:15])=[O:14])=[CH:11][CH:12]=2)=[N:4][C:3]=1[C:16]([O:18][CH3:19])=[O:17]. The yield is 0.690. (2) The catalyst is CN(C)C1C=CN=CC=1.ClCCl. The yield is 0.730. The product is [C:1]([O:5][C:6]([NH:8][C@@H:9]([CH2:13][C:14]1[CH:19]=[CH:18][C:17]([O:20][CH2:21][C:22]2[CH:27]=[CH:26][CH:25]=[CH:24][CH:23]=2)=[C:16]([O:28][CH2:29][C:30]2[CH:35]=[CH:34][CH:33]=[CH:32][CH:31]=2)[CH:15]=1)[C:10]([O:12][CH2:37][CH2:38][NH:39][C:40]([C:42]1[CH:47]=[CH:46][CH:45]=[CH:44][C:43]=1[O:48][CH2:49][C:50]1[CH:55]=[CH:54][CH:53]=[CH:52][CH:51]=1)=[O:41])=[O:11])=[O:7])([CH3:4])([CH3:2])[CH3:3]. The reactants are [C:1]([O:5][C:6]([NH:8][C@@H:9]([CH2:13][C:14]1[CH:19]=[CH:18][C:17]([O:20][CH2:21][C:22]2[CH:27]=[CH:26][CH:25]=[CH:24][CH:23]=2)=[C:16]([O:28][CH2:29][C:30]2[CH:35]=[CH:34][CH:33]=[CH:32][CH:31]=2)[CH:15]=1)[C:10]([OH:12])=[O:11])=[O:7])([CH3:4])([CH3:3])[CH3:2].O[CH2:37][CH2:38][NH:39][C:40]([C:42]1[CH:47]=[CH:46][CH:45]=[CH:44][C:43]=1[O:48][CH2:49][C:50]1[CH:55]=[CH:54][CH:53]=[CH:52][CH:51]=1)=[O:41].Cl.CN(C)CCCN=C=NCC. (3) The reactants are [NH:1](C(OCC1C=CC=CC=1)=O)[CH2:2][C:3]([NH:5][CH2:6][C:7]([NH:9][CH2:10][C:11]([NH:13][CH2:14][CH2:15][C:16]([O:18][C:19]([CH3:22])([CH3:21])[CH3:20])=[O:17])=[O:12])=[O:8])=[O:4].O. The yield is 0.960. The product is [NH2:1][CH2:2][C:3]([NH:5][CH2:6][C:7]([NH:9][CH2:10][C:11]([NH:13][CH2:14][CH2:15][C:16]([O:18][C:19]([CH3:22])([CH3:21])[CH3:20])=[O:17])=[O:12])=[O:8])=[O:4]. The catalyst is CO.[Pd]. (4) The yield is 0.600. The product is [C:35]([O:39][C:40](=[O:43])[CH2:41][CH2:42][C@@H:24]([C:25]([N:27]1[C@H:31]([CH3:32])[CH2:30][O:29][C:28]1=[O:33])=[O:26])[CH2:23][C@H:14]1[CH2:13][O:12][C:11]([CH3:10])([CH3:34])[N:15]1[C:16]([O:18][C:19]([CH3:20])([CH3:21])[CH3:22])=[O:17])([CH3:38])([CH3:37])[CH3:36]. The reactants are CCN(C(C)C)C(C)C.[CH3:10][C:11]1([CH3:34])[N:15]([C:16]([O:18][C:19]([CH3:22])([CH3:21])[CH3:20])=[O:17])[C@@H:14]([CH2:23][CH2:24][C:25]([N:27]2[C@H:31]([CH3:32])[CH2:30][O:29][C:28]2=[O:33])=[O:26])[CH2:13][O:12]1.[C:35]([O:39][C:40](=[O:43])[CH:41]=[CH2:42])([CH3:38])([CH3:37])[CH3:36]. The catalyst is C(Cl)Cl.Cl[Ti](Cl)(Cl)Cl. (5) The catalyst is C(Cl)Cl. The yield is 0.450. The product is [CH3:1][C:2]1([CH3:28])[CH2:3][CH:4]([CH:6]([NH:16][C:17]2[CH:18]=[N:19][C:20]3[C:25]([CH:26]=2)=[CH:24][CH:23]=[C:22]([F:27])[CH:21]=3)[C:7]2[CH:15]=[CH:14][C:10]([C:11]([NH:36][CH2:35][CH2:34][C:33]([O:32][CH2:30][CH3:31])=[O:37])=[O:12])=[CH:9][CH:8]=2)[CH2:5]1. The reactants are [CH3:1][C:2]1([CH3:28])[CH2:5][CH:4]([CH:6]([NH:16][C:17]2[CH:18]=[N:19][C:20]3[C:25]([CH:26]=2)=[CH:24][CH:23]=[C:22]([F:27])[CH:21]=3)[C:7]2[CH:15]=[CH:14][C:10]([C:11](O)=[O:12])=[CH:9][CH:8]=2)[CH2:3]1.Cl.[CH2:30]([O:32][C:33](=[O:37])[CH2:34][CH2:35][NH2:36])[CH3:31].ON1C2N=CC=CC=2N=N1.Cl.C(N=C=NCCCN(C)C)C.C(N(CC)CC)C. (6) The reactants are [CH3:1][C:2]1[CH:7]=[CH:6][CH:5]=[CH:4][C:3]=1[S:8][CH3:9].[Br:10]Br. The catalyst is C(Cl)Cl.[Fe]. The product is [Br:10][C:6]1[CH:5]=[CH:4][C:3]([S:8][CH3:9])=[C:2]([CH3:1])[CH:7]=1. The yield is 0.960.